Task: Predict the reactants needed to synthesize the given product.. Dataset: Full USPTO retrosynthesis dataset with 1.9M reactions from patents (1976-2016) (1) Given the product [ClH:41].[NH:1]1[C:5]2[CH:6]=[CH:7][CH:8]=[CH:9][C:4]=2[N:3]=[C:2]1[CH2:10][N:11]1[C:19]2[CH:18]=[CH:17][CH:16]=[C:15]([Br:20])[C:14]=2[C:13]2[CH2:21][CH2:22][NH:23][CH2:24][CH2:25][C:12]1=2, predict the reactants needed to synthesize it. The reactants are: [NH:1]1[C:5]2[CH:6]=[CH:7][CH:8]=[CH:9][C:4]=2[N:3]=[C:2]1[CH2:10][N:11]1[C:19]2[CH:18]=[CH:17][CH:16]=[C:15]([Br:20])[C:14]=2[C:13]2[CH2:21][CH2:22][N:23](C(OC(C)(C)C)=O)[CH2:24][CH2:25][C:12]1=2.FC(F)(F)C(O)=O.C(Cl)[Cl:41]. (2) Given the product [Cl:19][C:14]1[CH:13]=[C:12]([C:7]2([CH2:6][C:34]#[N:35])[CH2:11][CH2:10][CH2:9][CH2:8]2)[CH:17]=[CH:16][C:15]=1[Cl:18], predict the reactants needed to synthesize it. The reactants are: CS(O[CH2:6][C:7]1([C:12]2[CH:17]=[CH:16][C:15]([Cl:18])=[C:14]([Cl:19])[CH:13]=2)[CH2:11][CH2:10][CH2:9][CH2:8]1)(=O)=O.FC(F)(F)C1C=CC(C2(C[C:34]#[N:35])CCCC2)=CC=1. (3) Given the product [OH:13][C:14]([CH3:53])([CH2:51][CH3:52])[CH2:15][O:16][C@H:17]1[CH2:22][CH2:21][C@H:20]([N:23]2[C:28](=[O:29])[C:27]([CH2:30][C:31]3[CH:36]=[CH:35][C:34]([C:37]4[CH:42]=[CH:41][CH:40]=[CH:39][C:38]=4[C:43]4[NH:3][C:4](=[O:7])[O:5][N:44]=4)=[CH:33][CH:32]=3)=[C:26]([CH2:45][CH2:46][CH3:47])[N:25]3[N:48]=[CH:49][N:50]=[C:24]23)[CH2:19][CH2:18]1, predict the reactants needed to synthesize it. The reactants are: [Cl-].O[NH3+:3].[C:4](=[O:7])([O-])[OH:5].[Na+].CS(C)=O.[OH:13][C:14]([CH3:53])([CH2:51][CH3:52])[CH2:15][O:16][C@H:17]1[CH2:22][CH2:21][C@H:20]([N:23]2[C:28](=[O:29])[C:27]([CH2:30][C:31]3[CH:36]=[CH:35][C:34]([C:37]4[C:38]([C:43]#[N:44])=[CH:39][CH:40]=[CH:41][CH:42]=4)=[CH:33][CH:32]=3)=[C:26]([CH2:45][CH2:46][CH3:47])[N:25]3[N:48]=[CH:49][N:50]=[C:24]23)[CH2:19][CH2:18]1. (4) Given the product [C:1]([O:9][C:10]1[CH:18]=[C:17]2[C:13]([CH:14]=[C:15]([C:28]([O:30][CH2:31][CH3:32])=[O:29])[NH:16]2)=[CH:12][CH:11]=1)(=[O:8])[C:2]1[CH:3]=[CH:4][CH:5]=[CH:6][CH:7]=1, predict the reactants needed to synthesize it. The reactants are: [C:1]([O:9][C:10]1[CH:18]=[C:17]2[C:13]([CH:14]=[C:15]([C:28]([O:30][CH2:31][CH3:32])=[O:29])[N:16]2S(C2C=CC=CC=2)(=O)=O)=[CH:12][CH:11]=1)(=[O:8])[C:2]1[CH:7]=[CH:6][CH:5]=[CH:4][CH:3]=1.CC(C)([O-])C.[K+].C(OCC)(=O)C.CCCCCC. (5) Given the product [NH:38]([C@@H:39]([C:40]1[CH:52]=[CH:51][C:43]([O:44][CH2:45][C:46]([O:48][CH2:49][CH3:50])=[O:47])=[CH:42][CH:41]=1)[C@@H:16]([S:15][CH2:14][C:5]1([C:8]2[CH:13]=[CH:12][CH:11]=[CH:10][CH:9]=2)[O:4][CH2:3][C:2]([CH3:31])([CH3:1])[CH2:7][O:6]1)[C:17](=[O:18])[N:19]1[C@@H:23]([C:24]2[CH:25]=[CH:26][CH:27]=[CH:28][CH:29]=2)[CH2:22][O:21][C:20]1=[O:30])[C:32]1[CH:33]=[CH:34][CH:35]=[CH:36][CH:37]=1, predict the reactants needed to synthesize it. The reactants are: [CH3:1][C:2]1([CH3:31])[CH2:7][O:6][C:5]([CH2:14][S:15][CH2:16][C:17]([N:19]2[C@@H:23]([C:24]3[CH:29]=[CH:28][CH:27]=[CH:26][CH:25]=3)[CH2:22][O:21][C:20]2=[O:30])=[O:18])([C:8]2[CH:13]=[CH:12][CH:11]=[CH:10][CH:9]=2)[O:4][CH2:3]1.[C:32]1([N:38]=[CH:39][C:40]2[CH:52]=[CH:51][C:43]([O:44][CH2:45][C:46]([O:48][CH2:49][CH3:50])=[O:47])=[CH:42][CH:41]=2)[CH:37]=[CH:36][CH:35]=[CH:34][CH:33]=1.C(N(C(C)C)C(C)C)C.[NH4+].[Cl-]. (6) Given the product [F:24][CH:22]1[CH2:23][N:20]([C:18]([C:15]2[CH:16]=[CH:17][C:12]([NH:11][C:9]3[N:10]=[C:4]4[CH:3]=[C:2]([C:45]5[CH:44]=[CH:43][C:42]([NH:41][C:39](=[O:40])[C@@H:38]([C:35]6[CH:34]=[CH:33][C:32]([F:31])=[CH:37][CH:36]=6)[CH3:51])=[CH:47][CH:46]=5)[CH:7]=[CH:6][N:5]4[N:8]=3)=[C:13]([O:25][CH2:26][C:27]([F:30])([F:29])[F:28])[CH:14]=2)=[O:19])[CH2:21]1, predict the reactants needed to synthesize it. The reactants are: Cl[C:2]1[CH:7]=[CH:6][N:5]2[N:8]=[C:9]([NH:11][C:12]3[CH:17]=[CH:16][C:15]([C:18]([N:20]4[CH2:23][CH:22]([F:24])[CH2:21]4)=[O:19])=[CH:14][C:13]=3[O:25][CH2:26][C:27]([F:30])([F:29])[F:28])[N:10]=[C:4]2[CH:3]=1.[F:31][C:32]1[CH:37]=[CH:36][C:35]([C@@H:38]([CH3:51])[C:39]([NH:41][C:42]2[CH:47]=[CH:46][C:45](B(O)O)=[CH:44][CH:43]=2)=[O:40])=[CH:34][CH:33]=1. (7) Given the product [S:1]([N:11]1[C:15]2[N:16]=[CH:17][C:18]3[N:19]([C:20]([C:23]45[CH2:30][CH2:29][C:26]([NH:31][S:46]([N:41]6[CH2:45][CH2:44][CH2:43][CH2:42]6)(=[O:48])=[O:47])([CH2:27][CH2:28]4)[CH2:25][CH2:24]5)=[N:21][N:22]=3)[C:14]=2[CH:13]=[CH:12]1)([C:4]1[CH:10]=[CH:9][C:7]([CH3:8])=[CH:6][CH:5]=1)(=[O:3])=[O:2], predict the reactants needed to synthesize it. The reactants are: [S:1]([N:11]1[C:15]2[N:16]=[CH:17][C:18]3[N:19]([C:20]([C:23]45[CH2:30][CH2:29][C:26]([NH2:31])([CH2:27][CH2:28]4)[CH2:25][CH2:24]5)=[N:21][N:22]=3)[C:14]=2[CH:13]=[CH:12]1)([C:4]1[CH:10]=[CH:9][C:7]([CH3:8])=[CH:6][CH:5]=1)(=[O:3])=[O:2].CCN(C(C)C)C(C)C.[N:41]1([S:46](Cl)(=[O:48])=[O:47])[CH2:45][CH2:44][CH2:43][CH2:42]1.C([O-])([O-])=O.[K+].[K+]. (8) Given the product [O:3]=[C:4]1[NH:8][C:7]2[CH:9]=[C:10]([CH2:13][C:14]([OH:16])=[O:15])[CH:11]=[CH:12][C:6]=2[O:5]1, predict the reactants needed to synthesize it. The reactants are: [OH-].[Na+].[O:3]=[C:4]1[NH:8][C:7]2[CH:9]=[C:10]([CH2:13][C:14]([O:16]C)=[O:15])[CH:11]=[CH:12][C:6]=2[O:5]1.Cl. (9) Given the product [F:33][C:25]1[C:26]([O:31][CH3:32])=[CH:27][C:28]([O:29][CH3:30])=[C:2]([F:1])[C:3]=1[CH2:4][O:5][C:6]1[CH:7]=[N:8][C:9]([NH:12][C:13]2[CH:17]=[C:16]([CH2:34][N:35]3[CH2:39][CH2:38][N:42]([CH3:41])[CH2:37][CH2:36]3)[N:15]([CH3:24])[N:14]=2)=[N:10][CH:11]=1, predict the reactants needed to synthesize it. The reactants are: [F:1][C:2]1[C:28]([O:29][CH3:30])=[CH:27][C:26]([O:31][CH3:32])=[C:25]([F:33])[C:3]=1[CH2:4][O:5][C:6]1[CH:7]=[N:8][C:9]([NH:12][C:13]2[CH:17]=[C:16](CCS([O-])(=O)=O)[N:15]([CH3:24])[N:14]=2)=[N:10][CH:11]=1.[CH3:34][N:35]1[CH2:39][CH2:38][CH2:37][C:36]1=O.[CH3:41][N:42]1CCNCC1.